From a dataset of Forward reaction prediction with 1.9M reactions from USPTO patents (1976-2016). Predict the product of the given reaction. Given the reactants Br[CH2:2][C:3]([CH:5]1[CH2:8][N:7]([C:9]([O:11][C:12]([CH3:15])([CH3:14])[CH3:13])=[O:10])[CH2:6]1)=O.[Cl:16][C:17]1[N:22]=[N:21][C:20]([NH2:23])=[C:19]([N:24]2[CH2:29][CH2:28][O:27][CH2:26][CH2:25]2)[CH:18]=1, predict the reaction product. The product is: [Cl:16][C:17]1[CH:18]=[C:19]([N:24]2[CH2:29][CH2:28][O:27][CH2:26][CH2:25]2)[C:20]2[N:21]([CH:2]=[C:3]([CH:5]3[CH2:8][N:7]([C:9]([O:11][C:12]([CH3:15])([CH3:14])[CH3:13])=[O:10])[CH2:6]3)[N:23]=2)[N:22]=1.